From a dataset of Full USPTO retrosynthesis dataset with 1.9M reactions from patents (1976-2016). Predict the reactants needed to synthesize the given product. (1) Given the product [C:1]([O:5][C:6](=[O:15])[CH2:7][C:8](=[O:14])[CH2:9][C@H:10]([OH:13])[CH2:11][O:12][C:22](=[O:29])[C:23]1[CH:28]=[CH:27][CH:26]=[CH:25][CH:24]=1)([CH3:4])([CH3:2])[CH3:3], predict the reactants needed to synthesize it. The reactants are: [C:1]([O:5][C:6](=[O:15])[CH2:7][C:8](=[O:14])[CH2:9][C@H:10]([OH:13])[CH2:11][OH:12])([CH3:4])([CH3:3])[CH3:2].N1C=CC=CC=1.[C:22](Cl)(=[O:29])[C:23]1[CH:28]=[CH:27][CH:26]=[CH:25][CH:24]=1.[OH-].[Na+]. (2) Given the product [ClH:26].[CH:29]1([C:33]([N:21]2[CH2:20][CH2:19][CH:18]([O:17][C:16]3[CH:24]=[CH:25][C:13]([O:12][CH2:11][CH2:10][CH2:9][N:5]4[CH2:6][CH2:7][CH2:8][C@H:4]4[CH3:3])=[CH:14][CH:15]=3)[CH2:23][CH2:22]2)=[O:34])[CH2:32][CH2:31][CH2:30]1, predict the reactants needed to synthesize it. The reactants are: Cl.Cl.[CH3:3][C@@H:4]1[CH2:8][CH2:7][CH2:6][N:5]1[CH2:9][CH2:10][CH2:11][O:12][C:13]1[CH:25]=[CH:24][C:16]([O:17][CH:18]2[CH2:23][CH2:22][NH:21][CH2:20][CH2:19]2)=[CH:15][CH:14]=1.[Cl:26]CCl.[CH:29]1([C:33](Cl)=[O:34])[CH2:32][CH2:31][CH2:30]1. (3) Given the product [Br:3][C:4]1[C:11]([O:12][C:20]2[CH:25]=[CH:24][C:23]([N+:26]([O-:28])=[O:27])=[CH:22][CH:21]=2)=[C:10]([O:13][CH3:14])[CH:9]=[CH:8][C:5]=1[CH:6]=[O:7], predict the reactants needed to synthesize it. The reactants are: [F-].[K+].[Br:3][C:4]1[C:11]([OH:12])=[C:10]([O:13][CH:14]2CCCC2)[CH:9]=[CH:8][C:5]=1[CH:6]=[O:7].F[C:20]1[CH:25]=[CH:24][C:23]([N+:26]([O-:28])=[O:27])=[CH:22][CH:21]=1.O. (4) Given the product [CH2:24]([C:11]1[C:2]([Cl:1])=[CH:3][N:4]=[C:5]2[C:10]=1[N:9]=[C:8]([O:20][CH3:21])[CH:7]=[CH:6]2)[CH:23]=[CH2:22], predict the reactants needed to synthesize it. The reactants are: [Cl:1][C:2]1[CH:3]=[N:4][C:5]2[C:10]([C:11]=1OS(C(F)(F)F)(=O)=O)=[N:9][C:8]([O:20][CH3:21])=[CH:7][CH:6]=2.[CH2:22]([Sn](CCCC)(CCCC)CCCC)[CH:23]=[CH2:24]. (5) Given the product [CH:1]([CH:4]1[CH2:9][CH2:8][CH2:7][CH:6]([CH:10]([CH3:14])[CH2:11][CH2:12][OH:13])[CH2:5]1)([CH3:3])[CH3:2], predict the reactants needed to synthesize it. The reactants are: [CH:1]([C:4]1[CH:5]=[C:6]([CH:10]([CH3:14])[CH2:11][CH:12]=[O:13])[CH:7]=[CH:8][CH:9]=1)([CH3:3])[CH3:2]. (6) The reactants are: [Cl:1][C:2]1[C:7]([O:8][CH2:9][C:10]([N:12]2[CH2:17][CH2:16][C:15]3[N:18]=[C:19]4[S:23][C:22]([CH3:24])=[N:21][N:20]4[C:14]=3[CH:13]2[C:25]2[S:29][CH:28]=[C:27]([C:30]([O:32]C)=[O:31])[CH:26]=2)=[O:11])=[CH:6][CH:5]=[C:4]([N:34]2[CH2:39][CH2:38][O:37][CH2:36][CH2:35]2)[N:3]=1.[OH-].[Na+]. Given the product [Cl:1][C:2]1[C:7]([O:8][CH2:9][C:10]([N:12]2[CH2:17][CH2:16][C:15]3[N:18]=[C:19]4[S:23][C:22]([CH3:24])=[N:21][N:20]4[C:14]=3[CH:13]2[C:25]2[S:29][CH:28]=[C:27]([C:30]([OH:32])=[O:31])[CH:26]=2)=[O:11])=[CH:6][CH:5]=[C:4]([N:34]2[CH2:35][CH2:36][O:37][CH2:38][CH2:39]2)[N:3]=1, predict the reactants needed to synthesize it. (7) Given the product [NH:7]1[C:15]2[C:10](=[C:11]([CH2:16][CH2:17][CH2:18][NH2:19])[CH:12]=[CH:13][CH:14]=2)[CH:9]=[N:8]1, predict the reactants needed to synthesize it. The reactants are: [H-].[H-].[H-].[H-].[Li+].[Al+3].[NH:7]1[C:15]2[C:10](=[C:11]([CH2:16][CH2:17][C:18]#[N:19])[CH:12]=[CH:13][CH:14]=2)[CH:9]=[N:8]1. (8) Given the product [C:2]1([C:1]([N:9]2[CH2:24][CH2:23][C:11]3([CH2:12][CH2:13][NH:14][CH2:15]3)[CH2:10]2)=[O:8])[CH:3]=[CH:4][CH:5]=[CH:6][CH:7]=1, predict the reactants needed to synthesize it. The reactants are: [C:1]([N:9]1[CH2:24][CH2:23][C:11]2([CH2:15][N:14](C(OC(C)(C)C)=O)[CH2:13][CH2:12]2)[CH2:10]1)(=[O:8])[C:2]1[CH:7]=[CH:6][CH:5]=[CH:4][CH:3]=1. (9) Given the product [Cl:1][C:2]1[N:3]=[C:4]([O:22][CH3:21])[C:5]2[C:6](=[CH:8][N:9]([CH2:11][C:12]3[CH:17]=[CH:16][C:15]([O:18][CH3:19])=[CH:14][CH:13]=3)[N:10]=2)[N:7]=1, predict the reactants needed to synthesize it. The reactants are: [Cl:1][C:2]1[N:3]=[C:4](Cl)[C:5]2[C:6](=[CH:8][N:9]([CH2:11][C:12]3[CH:17]=[CH:16][C:15]([O:18][CH3:19])=[CH:14][CH:13]=3)[N:10]=2)[N:7]=1.[CH3:21][O-:22].[Na+].